From a dataset of Forward reaction prediction with 1.9M reactions from USPTO patents (1976-2016). Predict the product of the given reaction. (1) Given the reactants O.C1O[CH:5]([C:6]2[CH:11]=[CH:10][C:9]([C@H:12]3[CH2:29][C@@:27]4([CH3:28])[C@@H:23]([CH2:24][CH2:25][C@:26]4([C:32]#[CH:33])[O:30]C)[C@H:22]4[C:13]3=[C:14]3[C@@:19](O)([CH2:20][CH2:21]4)[CH2:18][C:17](OC)([O:35]C)[CH2:16][CH2:15]3)=[CH:8][CH:7]=2)[O:4]C1.C1(C)C=CC(S(O)(=O)=O)=CC=1.C(=O)(O)[O-].[Na+], predict the reaction product. The product is: [C:32]([C@:26]1([OH:30])[CH2:25][CH2:24][C@H:23]2[C@H:22]3[C:13]([C@@H:12]([C:9]4[CH:10]=[CH:11][C:6]([CH:5]=[O:4])=[CH:7][CH:8]=4)[CH2:29][C@:27]12[CH3:28])=[C:14]1[C:19](=[CH:18][C:17](=[O:35])[CH2:16][CH2:15]1)[CH2:20][CH2:21]3)#[CH:33]. (2) The product is: [C:1]([O:5][CH2:6][C@H:7]1[NH:14][CH2:13][C:12]2[CH:16]=[CH:17][CH:18]=[CH:19][C:11]=2[CH2:10][O:9][CH2:8]1)([CH3:4])([CH3:2])[CH3:3]. Given the reactants [C:1]([O:5][CH2:6][C@H:7]1[NH:14][C:13](=O)[C:12]2[CH:16]=[CH:17][CH:18]=[CH:19][C:11]=2[CH2:10][O:9][CH2:8]1)([CH3:4])([CH3:3])[CH3:2].[H-].[H-].[H-].[H-].[Li+].[Al+3], predict the reaction product. (3) Given the reactants [C:1]12([C:11]3[CH:30]=[CH:29][C:14]([O:15][CH2:16][C:17]4[O:18]C5C=CC(C(O)=O)=CC=5N=4)=[CH:13][CH:12]=3)[CH2:10][CH:5]3[CH2:6][CH:7]([CH2:9][CH:3]([CH2:4]3)[CH2:2]1)[CH2:8]2.N1(CCCN)CCOCC1.CN(C(ON1N=[N:56][C:51]2[CH:52]=[CH:53][CH:54]=[CH:55][C:50]1=2)=[N+](C)C)C.F[P-](F)(F)(F)(F)F.C[CH2:66][N:67]([CH:71](C)C)[CH:68]([CH3:70])C.C[N:75]([CH:77]=[O:78])C, predict the reaction product. The product is: [CH3:71][N:67]([CH3:66])[CH2:68][CH2:70][NH:75][C:77]([C:53]1[CH:54]=[CH:55][C:50]2[O:18][C:17]([CH2:16][O:15][C:14]3[CH:13]=[CH:12][C:11]([C:1]45[CH2:10][CH:5]6[CH2:6][CH:7]([CH2:9][CH:3]([CH2:4]6)[CH2:2]4)[CH2:8]5)=[CH:30][CH:29]=3)=[N:56][C:51]=2[CH:52]=1)=[O:78]. (4) Given the reactants NC1C=CC([C:8]2[C:13]([S:14]([NH2:17])(=[O:16])=[O:15])=[CH:12][CH:11]=[C:10]([NH2:18])[CH:9]=2)=CC=1.[F:19][C:20]([F:35])([F:34])[C:21]1[CH:22]=[C:23]([N:31]=[C:32]=[O:33])[CH:24]=[C:25]([C:27]([F:30])([F:29])[F:28])[CH:26]=1.[K+].[Br-].NC(N)=O, predict the reaction product. The product is: [F:19][C:20]([F:34])([F:35])[C:21]1[CH:22]=[C:23]([NH:31][C:32]([NH:18][C:10]2[CH:9]=[CH:8][C:13]([S:14]([NH2:17])(=[O:15])=[O:16])=[CH:12][CH:11]=2)=[O:33])[CH:24]=[C:25]([C:27]([F:30])([F:28])[F:29])[CH:26]=1. (5) Given the reactants [CH2:1]([C:3]1[S:7][C:6]([C:8](=[O:20])[CH2:9][CH2:10][C:11]2[CH:16]=[C:15]([CH3:17])[C:14]([OH:18])=[C:13]([CH3:19])[CH:12]=2)=[CH:5][C:4]=1C1C=CC(C)=CC=1)[CH3:2].Cl[CH2:29][C@@H:30]([OH:33])[CH2:31][OH:32], predict the reaction product. The product is: [OH:33][C@@H:30]([CH2:31][OH:32])[CH2:29][O:18][C:14]1[C:15]([CH3:17])=[CH:16][C:11]([CH2:10][CH2:9][C:8]([C:6]2[S:7][C:3]([CH2:1][CH3:2])=[C:4]([C:12]3[CH:13]=[CH:14][CH:15]=[CH:16][C:11]=3[CH3:10])[CH:5]=2)=[O:20])=[CH:12][C:13]=1[CH3:19]. (6) Given the reactants C(OC([N:8]([CH2:19][CH2:20][C:21]1[CH:26]=[CH:25][C:24]([S:27]([C:30]2[CH:43]=[CH:42][C:33]([O:34][CH2:35][C:36]([O:38][CH:39]([CH3:41])[CH3:40])=[O:37])=[CH:32][CH:31]=2)(=[O:29])=[O:28])=[CH:23][CH:22]=1)[CH2:9][C@@H:10]([C:12]1[CH:17]=[CH:16][CH:15]=[C:14]([Cl:18])[CH:13]=1)[OH:11])=O)(C)(C)C.Cl, predict the reaction product. The product is: [ClH:18].[Cl:18][C:14]1[CH:13]=[C:12]([C@@H:10]([OH:11])[CH2:9][NH:8][CH2:19][CH2:20][C:21]2[CH:22]=[CH:23][C:24]([S:27]([C:30]3[CH:31]=[CH:32][C:33]([O:34][CH2:35][C:36]([O:38][CH:39]([CH3:41])[CH3:40])=[O:37])=[CH:42][CH:43]=3)(=[O:28])=[O:29])=[CH:25][CH:26]=2)[CH:17]=[CH:16][CH:15]=1. (7) Given the reactants [CH:1]1([CH2:4][C:5]([OH:7])=O)[CH2:3][CH2:2]1.C(Cl)(=O)C(Cl)=O.Br.[NH2:15][C:16]1[C:24](O)=[CH:23][CH:22]=[CH:21][C:17]=1[C:18]([OH:20])=[O:19].C(N(CC)CC)C.O.C1(C)C=CC(S(O)(=O)=O)=CC=1, predict the reaction product. The product is: [CH:1]1([CH2:4][C:5]2[O:7][C:24]3[C:16](=[C:17]([C:18]([OH:20])=[O:19])[CH:21]=[CH:22][CH:23]=3)[N:15]=2)[CH2:2][CH2:3]1. (8) Given the reactants Br[CH2:2][C:3]1[CH:8]=[CH:7][C:6]([C:9]2[CH:14]=[CH:13][CH:12]=[CH:11][C:10]=2[C:15]2[N:19]([C:20]([C:33]3[CH:38]=[CH:37][CH:36]=[CH:35][CH:34]=3)([C:27]3[CH:32]=[CH:31][CH:30]=[CH:29][CH:28]=3)[C:21]3[CH:26]=[CH:25][CH:24]=[CH:23][CH:22]=3)[N:18]=[N:17][N:16]=2)=[CH:5][CH:4]=1.C1(C)C=CC(S(O)(=O)=O)=CC=1.[CH2:50]([O:57][C:58](=[O:64])[C@H:59]([CH:61]([CH3:63])[CH3:62])[NH2:60])[C:51]1[CH:56]=[CH:55][CH:54]=[CH:53][CH:52]=1.C(N(C(C)C)C(C)C)C.[ClH:74], predict the reaction product. The product is: [ClH:74].[CH2:50]([O:57][C:58](=[O:64])[C@H:59]([CH:61]([CH3:62])[CH3:63])[NH:60][CH2:2][C:3]1[CH:8]=[CH:7][C:6]([C:9]2[CH:14]=[CH:13][CH:12]=[CH:11][C:10]=2[C:15]2[N:19]([C:20]([C:33]3[CH:38]=[CH:37][CH:36]=[CH:35][CH:34]=3)([C:27]3[CH:32]=[CH:31][CH:30]=[CH:29][CH:28]=3)[C:21]3[CH:26]=[CH:25][CH:24]=[CH:23][CH:22]=3)[N:18]=[N:17][N:16]=2)=[CH:5][CH:4]=1)[C:51]1[CH:56]=[CH:55][CH:54]=[CH:53][CH:52]=1. (9) Given the reactants [C:1]([O:5][C:6]([N:8]1[CH2:13][CH2:12][N:11]([C:14]2[N:22](CC3C=CC=CC=3)[C:21]3[C:20](=[O:30])[N:19]([CH2:31][O:32][C:33](=[O:38])[C:34]([CH3:37])([CH3:36])[CH3:35])[C:18](=[O:39])[N:17]([CH3:40])[C:16]=3[N:15]=2)[CH2:10][CH2:9]1)=[O:7])([CH3:4])([CH3:3])[CH3:2], predict the reaction product. The product is: [C:1]([O:5][C:6]([N:8]1[CH2:13][CH2:12][N:11]([C:14]2[NH:22][C:21]3[C:20](=[O:30])[N:19]([CH2:31][O:32][C:33](=[O:38])[C:34]([CH3:37])([CH3:36])[CH3:35])[C:18](=[O:39])[N:17]([CH3:40])[C:16]=3[N:15]=2)[CH2:10][CH2:9]1)=[O:7])([CH3:4])([CH3:3])[CH3:2].